Dataset: Full USPTO retrosynthesis dataset with 1.9M reactions from patents (1976-2016). Task: Predict the reactants needed to synthesize the given product. The reactants are: [Cl:1][C:2]1[CH:11]=[C:10]2[C:5]([C:6]([N:12]3[CH2:17][CH2:16][N:15]([C:18](=[N:26][C:27]#[N:28])OC4C=CC=CC=4)[CH2:14][CH2:13]3)=[CH:7][CH:8]=[N:9]2)=[CH:4][CH:3]=1.[C:29]([NH2:33])([CH3:32])([CH3:31])[CH3:30]. Given the product [C:29]([NH:33][C:18](=[N:26][C:27]#[N:28])[N:15]1[CH2:14][CH2:13][N:12]([C:6]2[C:5]3[C:10](=[CH:11][C:2]([Cl:1])=[CH:3][CH:4]=3)[N:9]=[CH:8][CH:7]=2)[CH2:17][CH2:16]1)([CH3:32])([CH3:31])[CH3:30], predict the reactants needed to synthesize it.